From a dataset of Full USPTO retrosynthesis dataset with 1.9M reactions from patents (1976-2016). Predict the reactants needed to synthesize the given product. (1) Given the product [Br:4][C:5]1[CH:6]=[CH:7][C:8]2[C:9]3[S:24][C:23]([CH2:25][CH2:26][CH3:27])=[N:22][C:10]=3[C:11]([NH2:15])=[N:12][C:13]=2[CH:14]=1, predict the reactants needed to synthesize it. The reactants are: C[O-].[Na+].[Br:4][C:5]1[CH:6]=[CH:7][C:8]2[C:9]3[S:24][C:23]([CH2:25][CH2:26][CH3:27])=[N:22][C:10]=3[C:11]([NH:15]C(=O)C(Cl)(Cl)Cl)=[N:12][C:13]=2[CH:14]=1. (2) The reactants are: [CH:1]1([S:4]([NH:7][CH:8]2[CH2:12][CH:11]([C:13]([O:15][CH2:16][CH3:17])=[O:14])[CH:10]([CH2:18][CH3:19])[CH2:9]2)(=[O:6])=[O:5])[CH2:3][CH2:2]1.[Li+].CC([N-]C(C)C)C.[F:28]N(S(C1C=CC=CC=1)(=O)=O)S(C1C=CC=CC=1)(=O)=O.[NH4+].[Cl-]. Given the product [CH:1]1([S:4]([NH:7][CH:8]2[CH2:12][C:11]([F:28])([C:13]([O:15][CH2:16][CH3:17])=[O:14])[CH:10]([CH2:18][CH3:19])[CH2:9]2)(=[O:6])=[O:5])[CH2:2][CH2:3]1, predict the reactants needed to synthesize it.